Task: Predict the reactants needed to synthesize the given product.. Dataset: Full USPTO retrosynthesis dataset with 1.9M reactions from patents (1976-2016) (1) Given the product [F:1][C:2]1[CH:7]=[CH:6][C:5]([CH:8]([N:10]2[CH2:15][CH2:14][N:13]([C:16]3[N:21]=[CH:20][N:19]=[C:18]([O:22][C:23]4[C:28]5[N:29]=[C:30]([NH:32][C:33](=[O:35])[CH3:34])[O:31][C:27]=5[CH:26]=[CH:25][CH:24]=4)[CH:17]=3)[CH2:12][CH2:11]2)[CH3:9])=[CH:4][CH:3]=1, predict the reactants needed to synthesize it. The reactants are: [F:1][C:2]1[CH:7]=[CH:6][C:5]([CH:8]([N:10]2[CH2:15][CH2:14][N:13]([C:16]3[N:21]=[CH:20][N:19]=[C:18]([O:22][C:23]4[C:28]5[N:29]=[C:30]([NH2:32])[O:31][C:27]=5[CH:26]=[CH:25][CH:24]=4)[CH:17]=3)[CH2:12][CH2:11]2)[CH3:9])=[CH:4][CH:3]=1.[C:33](OC(=O)C)(=[O:35])[CH3:34]. (2) Given the product [C:1]1([CH3:11])[CH:2]=[CH:3][C:4]([S:7]([O-:10])(=[O:8])=[O:9])=[CH:5][CH:6]=1.[Na+:12], predict the reactants needed to synthesize it. The reactants are: [C:1]1([CH3:11])[CH:6]=[CH:5][C:4]([S:7]([OH:10])(=[O:9])=[O:8])=[CH:3][CH:2]=1.[Na+:12].[OH-].